From a dataset of Peptide-MHC class I binding affinity with 185,985 pairs from IEDB/IMGT. Regression. Given a peptide amino acid sequence and an MHC pseudo amino acid sequence, predict their binding affinity value. This is MHC class I binding data. (1) The peptide sequence is DITFLRPVL. The MHC is HLA-A02:02 with pseudo-sequence HLA-A02:02. The binding affinity (normalized) is 0.0359. (2) The peptide sequence is VMCIQMKYV. The binding affinity (normalized) is 0.0847. The MHC is HLA-A02:01 with pseudo-sequence HLA-A02:01. (3) The peptide sequence is TQFNFNGHTY. The MHC is HLA-A03:01 with pseudo-sequence HLA-A03:01. The binding affinity (normalized) is 0.502. (4) The peptide sequence is FTNPLFYHK. The MHC is HLA-A11:01 with pseudo-sequence HLA-A11:01. The binding affinity (normalized) is 0.877. (5) The peptide sequence is YSHYSHNPK. The MHC is BoLA-T2a with pseudo-sequence BoLA-T2a. The binding affinity (normalized) is 0.268. (6) The peptide sequence is KGHLPLLDK. The MHC is HLA-B35:01 with pseudo-sequence HLA-B35:01. The binding affinity (normalized) is 0.0847. (7) The peptide sequence is KLYSYGIGY. The MHC is BoLA-D18.4 with pseudo-sequence BoLA-D18.4. The binding affinity (normalized) is 0.273. (8) The peptide sequence is TKDETREQL. The MHC is HLA-A26:03 with pseudo-sequence HLA-A26:03. The binding affinity (normalized) is 0.0847.